From a dataset of Forward reaction prediction with 1.9M reactions from USPTO patents (1976-2016). Predict the product of the given reaction. (1) Given the reactants N1C2C=CC=CC=2N=C1C1CCN(CCC2OC(=O)C(CC)(CC)C2)CC1.[Cl:28][C:29]1[CH:34]=[CH:33][CH:32]=[CH:31][C:30]=1[N:35]1[CH2:40][CH2:39][NH:38][CH2:37][CH2:36]1.N1(C2C=CC=CC=2C#N)CCNCC1.CC1C=CC(S(O[CH2:66][CH2:67][CH:68]2[CH2:72][C:71]3([CH2:77][CH2:76][CH2:75][CH2:74][CH2:73]3)[C:70](=[O:78])[O:69]2)(=O)=O)=CC=1.CC1C=CC(S(OCCC2CC(CC)(CC)C(=O)O2)(=O)=O)=CC=1, predict the reaction product. The product is: [Cl:28][C:29]1[CH:34]=[CH:33][CH:32]=[CH:31][C:30]=1[N:35]1[CH2:40][CH2:39][N:38]([CH2:66][CH2:67][CH:68]2[CH2:72][C:71]3([CH2:73][CH2:74][CH2:75][CH2:76][CH2:77]3)[C:70](=[O:78])[O:69]2)[CH2:37][CH2:36]1. (2) Given the reactants Br[C:2]1[C:3]([O:10][CH3:11])=[N:4][C:5]([O:8][CH3:9])=[N:6][CH:7]=1.CC(C1C=C(C(C)C)C(C2C=CC=CC=2P(C2CCCCC2)C2CCCCC2)=C(C(C)C)C=1)C.C(=O)([O-])[O-].[Cs+].[Cs+].[C:52]([O:56][C:57]([N:59]1[CH2:63][CH2:62][C@H:61]([O:64][C:65]2[C:66]3[CH2:74][NH:73][CH2:72][CH2:71][C:67]=3[N:68]=[CH:69][N:70]=2)[CH2:60]1)=[O:58])([CH3:55])([CH3:54])[CH3:53], predict the reaction product. The product is: [C:52]([O:56][C:57]([N:59]1[CH2:63][CH2:62][C@H:61]([O:64][C:65]2[C:66]3[CH2:74][N:73]([C:2]4[C:3]([O:10][CH3:11])=[N:4][C:5]([O:8][CH3:9])=[N:6][CH:7]=4)[CH2:72][CH2:71][C:67]=3[N:68]=[CH:69][N:70]=2)[CH2:60]1)=[O:58])([CH3:55])([CH3:53])[CH3:54]. (3) Given the reactants N[C@@](C1C=CC2C(=CC=C(O[C@H]3CC[C@@H](C(F)(F)F)CC3)C=2)C=1)(C)CO.[CH3:27][C@@:28]1([C:34]2[CH:43]=[CH:42][C:41]3[C:36](=[CH:37][CH:38]=[C:39]([O:44][CH:45]4[CH2:50][CH2:49][CH:48]([CH2:51][CH2:52][CH2:53][CH2:54][CH3:55])[CH2:47][CH2:46]4)[CH:40]=3)[CH:35]=2)[CH2:32][O:31]C(=O)[NH:29]1.CC(OC(/N=N/C(OC(C)C)=O)=O)C.CCOC(/N=N/C(OCC)=O)=O, predict the reaction product. The product is: [NH2:29][C@@:28]([C:34]1[CH:43]=[CH:42][C:41]2[C:36](=[CH:37][CH:38]=[C:39]([O:44][CH:45]3[CH2:46][CH2:47][CH:48]([CH2:51][CH2:52][CH2:53][CH2:54][CH3:55])[CH2:49][CH2:50]3)[CH:40]=2)[CH:35]=1)([CH3:27])[CH2:32][OH:31]. (4) Given the reactants [CH:1]([C:3]1[NH:7][C:6]([CH3:8])=[C:5]([CH2:9][C:10]([OH:12])=O)[C:4]=1[CH3:13])=[O:2].[CH2:14]([N:16]([CH2:19][CH2:20][NH2:21])[CH2:17][CH3:18])[CH3:15], predict the reaction product. The product is: [CH2:14]([N:16]([CH2:17][CH3:18])[CH2:19][CH2:20][NH:21][C:10](=[O:12])[CH2:9][C:5]1[C:4]([CH3:13])=[C:3]([CH:1]=[O:2])[NH:7][C:6]=1[CH3:8])[CH3:15]. (5) Given the reactants [CH3:1][O:2][C:3]1[C:4]([O:29][CH2:30][CH2:31][CH2:32][N:33]2[CH2:38][CH2:37][O:36][CH2:35][CH2:34]2)=[CH:5][C:6]2[CH2:15][CH:14]([C:16]([CH3:21])([CH3:20])[CH2:17][O:18][CH3:19])[N:13]3[C:8](=[CH:9][C:10](=[O:27])[C:11]([C:22]([O:24]CC)=[O:23])=[CH:12]3)[C:7]=2[CH:28]=1.[Li+].[OH-].Cl, predict the reaction product. The product is: [CH3:1][O:2][C:3]1[C:4]([O:29][CH2:30][CH2:31][CH2:32][N:33]2[CH2:34][CH2:35][O:36][CH2:37][CH2:38]2)=[CH:5][C:6]2[CH2:15][CH:14]([C:16]([CH3:20])([CH3:21])[CH2:17][O:18][CH3:19])[N:13]3[C:8](=[CH:9][C:10](=[O:27])[C:11]([C:22]([OH:24])=[O:23])=[CH:12]3)[C:7]=2[CH:28]=1. (6) Given the reactants [F:1][C:2]1[CH:7]=[C:6]([F:8])[CH:5]=[CH:4][C:3]=1[N:9]1[N:17]=[C:16]([C:18]#[N:19])[C:15]2[CH:14]3[CH2:20][CH:11]([CH2:12][CH2:13]3)[C:10]1=2.[CH3:21][OH:22], predict the reaction product. The product is: [F:1][C:2]1[CH:7]=[C:6]([F:8])[CH:5]=[CH:4][C:3]=1[N:9]1[C:10]2[CH:11]3[CH2:20][CH:14]([CH2:13][CH2:12]3)[C:15]=2[C:16]([C:18]([O:22][CH3:21])=[NH:19])=[N:17]1. (7) Given the reactants Br[C:2]1[CH:11]=[C:10]2[C:5]([CH:6]=[C:7]([O:12][CH3:13])[N:8]=[CH:9]2)=[CH:4][CH:3]=1.CCN(C(C)C)C(C)C.[CH2:23]([SH:30])[C:24]1[CH:29]=[CH:28][CH:27]=[CH:26][CH:25]=1, predict the reaction product. The product is: [CH2:23]([S:30][C:2]1[CH:11]=[C:10]2[C:5]([CH:6]=[C:7]([O:12][CH3:13])[N:8]=[CH:9]2)=[CH:4][CH:3]=1)[C:24]1[CH:29]=[CH:28][CH:27]=[CH:26][CH:25]=1.